This data is from Ames mutagenicity test results for genotoxicity prediction. The task is: Regression/Classification. Given a drug SMILES string, predict its toxicity properties. Task type varies by dataset: regression for continuous values (e.g., LD50, hERG inhibition percentage) or binary classification for toxic/non-toxic outcomes (e.g., AMES mutagenicity, cardiotoxicity, hepatotoxicity). Dataset: ames. (1) The compound is Cc1cccc(Br)c1. The result is 0 (non-mutagenic). (2) The drug is Nc1ncn(C2OC(CO)C(O)C2O)c(=O)n1. The result is 1 (mutagenic).